Dataset: Peptide-MHC class II binding affinity with 134,281 pairs from IEDB. Task: Regression. Given a peptide amino acid sequence and an MHC pseudo amino acid sequence, predict their binding affinity value. This is MHC class II binding data. (1) The peptide sequence is STHEMYYVSGARSNV. The MHC is HLA-DQA10201-DQB10303 with pseudo-sequence HLA-DQA10201-DQB10303. The binding affinity (normalized) is 0.500. (2) The peptide sequence is RNSRWSSPDNVKPLY. The MHC is HLA-DQA10501-DQB10301 with pseudo-sequence HLA-DQA10501-DQB10301. The binding affinity (normalized) is 0.100.